This data is from Full USPTO retrosynthesis dataset with 1.9M reactions from patents (1976-2016). The task is: Predict the reactants needed to synthesize the given product. (1) Given the product [F:32][C:31]([F:34])([F:33])[C:40]([OH:41])=[O:43].[F:32][C:31]([F:34])([F:33])[C:40]([OH:41])=[O:43].[F:32][C:31]([F:34])([F:33])[C:40]([OH:41])=[O:43].[N:35]1([C:2]2[CH:3]=[C:4]([CH:28]=[C:29]([C:31]([F:33])([F:32])[F:34])[CH:30]=2)[C:5]([NH:7][C:8]2[CH:9]=[N:10][C:11]([CH3:27])=[C:12]([C:14]3[CH:22]=[C:21]4[C:17]([C:18]5[CH:26]=[N:25][CH:24]=[N:23][C:19]=5[NH:20]4)=[CH:16][CH:15]=3)[CH:13]=2)=[O:6])[CH:39]=[CH:38][N:37]=[CH:36]1, predict the reactants needed to synthesize it. The reactants are: F[C:2]1[CH:3]=[C:4]([CH:28]=[C:29]([C:31]([F:34])([F:33])[F:32])[CH:30]=1)[C:5]([NH:7][C:8]1[CH:9]=[N:10][C:11]([CH3:27])=[C:12]([C:14]2[CH:22]=[C:21]3[C:17]([C:18]4[CH:26]=[N:25][CH:24]=[N:23][C:19]=4[NH:20]3)=[CH:16][CH:15]=2)[CH:13]=1)=[O:6].[NH:35]1[CH:39]=[CH:38][N:37]=[CH:36]1.[C:40](=[O:43])([O-])[O-:41].[K+].[K+]. (2) Given the product [CH:1]1([N:6]2[CH2:12][C:11]([F:13])([F:14])[C:10](=[O:15])[N:9]([CH3:16])[C:8]3[CH:17]=[N:18][C:19]([NH:21][C:22]4[CH:30]=[CH:29][C:25]([C:26]([NH:36][CH3:40])=[O:27])=[CH:24][C:23]=4[C:31]([F:32])([F:34])[F:33])=[N:20][C:7]2=3)[CH2:5][CH2:4][CH2:3][CH2:2]1, predict the reactants needed to synthesize it. The reactants are: [CH:1]1([N:6]2[CH2:12][C:11]([F:14])([F:13])[C:10](=[O:15])[N:9]([CH3:16])[C:8]3[CH:17]=[N:18][C:19]([NH:21][C:22]4[CH:30]=[CH:29][C:25]([C:26](O)=[O:27])=[CH:24][C:23]=4[C:31]([F:34])([F:33])[F:32])=[N:20][C:7]2=3)[CH2:5][CH2:4][CH2:3][CH2:2]1.O[N:36]1[C:40]2C=CC=CC=2N=N1.F[P-](F)(F)(F)(F)F.CN(C(N(C)C)=[N+]1C2C=CC=CC=2[N+]([O-])=N1)C.C(N(C(C)C)CC)(C)C.Cl.CN. (3) Given the product [CH2:1]([C:5]1[CH:6]=[C:7]([CH:11]=[C:12]([CH3:14])[N:13]=1)[C:8]([NH:32][NH2:40])=[O:9])[CH:2]([CH3:4])[CH3:3], predict the reactants needed to synthesize it. The reactants are: [CH2:1]([C:5]1[CH:6]=[C:7]([CH:11]=[C:12]([CH3:14])[N:13]=1)[C:8](O)=[O:9])[CH:2]([CH3:4])[CH3:3].CCN(C(C)C)C(C)C.CN(C(O[N:32]1[N:40]=NC2C=CC=CC1=2)=[N+](C)C)C.[B-](F)(F)(F)F.NN.C1COCC1. (4) Given the product [C:1]([O:4][CH2:5][C:6]1[C:11]([N:12]2[C:24](=[O:25])[C:23]3[S:22][C:21]4[CH2:20][CH2:19][CH2:18][CH2:17][C:16]=4[C:15]=3[CH2:14][CH2:13]2)=[CH:10][C:9]([F:26])=[CH:8][C:7]=1[C:27]1[CH:32]=[C:31]([NH:33][C:41]2[CH:45]=[C:44]([CH:46]3[CH2:47][NH:48][CH2:49]3)[NH:43][N:42]=2)[C:30](=[O:50])[N:29]([CH3:51])[CH:28]=1)(=[O:3])[CH3:2], predict the reactants needed to synthesize it. The reactants are: [C:1]([O:4][CH2:5][C:6]1[C:11]([N:12]2[C:24](=[O:25])[C:23]3[S:22][C:21]4[CH2:20][CH2:19][CH2:18][CH2:17][C:16]=4[C:15]=3[CH2:14][CH2:13]2)=[CH:10][C:9]([F:26])=[CH:8][C:7]=1[C:27]1[CH:32]=[C:31]([N:33]([C:41]2[CH:45]=[C:44]([CH:46]3[CH2:49][NH:48][CH2:47]3)[NH:43][N:42]=2)C(OC(C)(C)C)=O)[C:30](=[O:50])[N:29]([CH3:51])[CH:28]=1)(=[O:3])[CH3:2].Cl.O1CCOCC1. (5) Given the product [CH2:1]([O:8][C:9]1[CH:20]=[C:19]2[C:12](=[CH:11][CH:10]=1)[NH:13][CH:14]=[C:15]2[CH2:16][CH2:17][NH:18][CH:26]1[CH2:25][CH2:24][C:23]([C:30]2[CH:31]=[CH:32][CH:33]=[CH:34][CH:35]=2)([N:22]([CH3:36])[CH3:21])[CH2:28][CH2:27]1)[C:2]1[CH:3]=[CH:4][CH:5]=[CH:6][CH:7]=1, predict the reactants needed to synthesize it. The reactants are: [CH2:1]([O:8][C:9]1[CH:20]=[C:19]2[C:12]([NH:13][CH:14]=[C:15]2[CH2:16][CH2:17][NH2:18])=[CH:11][CH:10]=1)[C:2]1[CH:7]=[CH:6][CH:5]=[CH:4][CH:3]=1.[CH3:21][N:22]([CH3:36])[C:23]1([C:30]2[CH:35]=[CH:34][CH:33]=[CH:32][CH:31]=2)[CH2:28][CH2:27][C:26](=O)[CH2:25][CH2:24]1.C(O)(=O)C.O. (6) Given the product [CH2:1]([P:3]([CH2:12][CH:11]([C:10]#[N:14])[CH3:13])(=[O:9])[O:4][CH2:5][CH2:6][CH2:7][CH3:8])[CH3:2], predict the reactants needed to synthesize it. The reactants are: [CH2:1]([P:3]([O-:9])[O:4][CH2:5][CH2:6][CH2:7][CH3:8])[CH3:2].[C:10](#[N:14])[C:11]([CH3:13])=[CH2:12].